This data is from Reaction yield outcomes from USPTO patents with 853,638 reactions. The task is: Predict the reaction yield, written as a fraction of the theoretical maximum amount of product (1.0 means a 100% yield; for example, 0.34 means a 34% yield). The reactants are [Br:1][C:2]1[C:3]([CH3:12])=[CH:4][C:5]2[N:6]([C:8](I)=[CH:9][N:10]=2)[CH:7]=1.[C:13]([C:15]1[CH:20]=[CH:19][C:18](B(O)O)=[CH:17][CH:16]=1)#[N:14].[O-]P([O-])([O-])=O.[K+].[K+].[K+]. The catalyst is O1CCOCC1.O.C1C=CC([P]([Pd]([P](C2C=CC=CC=2)(C2C=CC=CC=2)C2C=CC=CC=2)([P](C2C=CC=CC=2)(C2C=CC=CC=2)C2C=CC=CC=2)[P](C2C=CC=CC=2)(C2C=CC=CC=2)C2C=CC=CC=2)(C2C=CC=CC=2)C2C=CC=CC=2)=CC=1. The product is [Br:1][C:2]1[C:3]([CH3:12])=[CH:4][C:5]2[N:6]([C:8]([C:18]3[CH:19]=[CH:20][C:15]([C:13]#[N:14])=[CH:16][CH:17]=3)=[CH:9][N:10]=2)[CH:7]=1. The yield is 0.590.